Task: Predict which catalyst facilitates the given reaction.. Dataset: Catalyst prediction with 721,799 reactions and 888 catalyst types from USPTO (1) Reactant: [BH4-].[Na+].[CH3:3][C:4]1([CH3:24])[C:8]([CH3:10])([CH3:9])[O:7][B:6]([C:11]2[CH:16]=[CH:15][C:14]([N:17]3[CH2:22][CH2:21][C:20](=[O:23])[CH2:19][CH2:18]3)=[CH:13][CH:12]=2)[O:5]1. Product: [CH3:9][C:8]1([CH3:10])[C:4]([CH3:3])([CH3:24])[O:5][B:6]([C:11]2[CH:12]=[CH:13][C:14]([N:17]3[CH2:22][CH2:21][CH:20]([OH:23])[CH2:19][CH2:18]3)=[CH:15][CH:16]=2)[O:7]1. The catalyst class is: 5. (2) Reactant: Cl[C:2]1[N:7]2[N:8]=[C:9]([CH:11]3[CH2:13][CH2:12]3)[CH:10]=[C:6]2[N:5]=[C:4]([NH:14][C:15](=[O:26])[C:16]2[CH:21]=[CH:20][C:19]([C:22]([OH:25])([CH3:24])[CH3:23])=[CH:18][CH:17]=2)[CH:3]=1.[OH:27][CH:28]1[CH2:33][CH2:32][NH:31][CH2:30][CH2:29]1.CN1C(=O)CCC1. Product: [CH:11]1([C:9]2[CH:10]=[C:6]3[N:5]=[C:4]([NH:14][C:15](=[O:26])[C:16]4[CH:21]=[CH:20][C:19]([C:22]([OH:25])([CH3:24])[CH3:23])=[CH:18][CH:17]=4)[CH:3]=[C:2]([N:31]4[CH2:32][CH2:33][CH:28]([OH:27])[CH2:29][CH2:30]4)[N:7]3[N:8]=2)[CH2:13][CH2:12]1. The catalyst class is: 3.